The task is: Predict the reactants needed to synthesize the given product.. This data is from Full USPTO retrosynthesis dataset with 1.9M reactions from patents (1976-2016). (1) Given the product [C:14]([O:18][C:19]([N:21]1[CH2:26][CH2:25][N:24]([C:27]2[CH:28]=[C:29]([O:40][CH3:41])[CH:30]=[C:31]3[C:36]=2[O:35][CH:34]([C:37](=[O:38])[NH:13][C:10]2[CH:9]=[CH:8][C:7]([N:1]4[CH2:2][CH2:3][O:4][CH2:5][CH2:6]4)=[CH:12][CH:11]=2)[CH2:33][CH2:32]3)[CH2:23][CH2:22]1)=[O:20])([CH3:17])([CH3:16])[CH3:15], predict the reactants needed to synthesize it. The reactants are: [N:1]1([C:7]2[CH:12]=[CH:11][C:10]([NH2:13])=[CH:9][CH:8]=2)[CH2:6][CH2:5][O:4][CH2:3][CH2:2]1.[C:14]([O:18][C:19]([N:21]1[CH2:26][CH2:25][N:24]([C:27]2[CH:28]=[C:29]([O:40][CH3:41])[CH:30]=[C:31]3[C:36]=2[O:35][CH:34]([C:37](O)=[O:38])[CH2:33][CH2:32]3)[CH2:23][CH2:22]1)=[O:20])([CH3:17])([CH3:16])[CH3:15].C1CN([P+](ON2N=NC3C=CC=NC2=3)(N2CCCC2)N2CCCC2)CC1.F[P-](F)(F)(F)(F)F.CN(C(ON1N=NC2C=CC=CC1=2)=[N+](C)C)C.[B-](F)(F)(F)F. (2) Given the product [Cl:15][C:16]1[CH:21]=[CH:20][C:19]([CH2:22][CH2:23][NH:24][C:12]([C:10]2[S:11][C:7]([C:4]3[CH:3]=[CH:2][N:1]=[CH:6][CH:5]=3)=[CH:8][CH:9]=2)=[O:14])=[CH:18][CH:17]=1, predict the reactants needed to synthesize it. The reactants are: [N:1]1[CH:6]=[CH:5][C:4]([C:7]2[S:11][C:10]([C:12]([OH:14])=O)=[CH:9][CH:8]=2)=[CH:3][CH:2]=1.[Cl:15][C:16]1[CH:21]=[CH:20][C:19]([CH2:22][CH2:23][NH2:24])=[CH:18][CH:17]=1.